From a dataset of Catalyst prediction with 721,799 reactions and 888 catalyst types from USPTO. Predict which catalyst facilitates the given reaction. (1) Reactant: Br[C:2]1[CH:3]=[C:4]2[C:10]([C@@H:11]([C:13]3[C:18]([O:19][CH:20]([F:22])[F:21])=[CH:17][CH:16]=[C:15]([F:23])[C:14]=3[Cl:24])[CH3:12])=[CH:9][N:8](C(OC(C)(C)C)=O)[C:5]2=[N:6][CH:7]=1.CC1(C)[O:37][C@@H:36]([CH2:38][N:39]2[C:43]([CH3:44])=[C:42](B3OC(C)(C)C(C)(C)O3)[CH:41]=[N:40]2)[CH2:35][O:34]1.C([O-])([O-])=O.[K+].[K+].O.[ClH:62].CCOCC. Product: [Cl:24][C:14]1[C:15]([F:23])=[CH:16][CH:17]=[C:18]([O:19][CH:20]([F:21])[F:22])[C:13]=1[C@H:11]([C:10]1[C:4]2[C:5](=[N:6][CH:7]=[C:2]([C:42]3[CH:41]=[N:40][N:39]([CH2:38][C@H:36]([OH:37])[CH2:35][OH:34])[C:43]=3[CH3:44])[CH:3]=2)[NH:8][CH:9]=1)[CH3:12].[ClH:62]. The catalyst class is: 203. (2) Reactant: C(N(CC)C(C)C)(C)C.CN(C(ON1N=NC2C=CC=NC1=2)=[N+](C)C)C.F[P-](F)(F)(F)(F)F.[CH2:34]([CH:36]1[NH:41][CH2:40][CH:39]([CH3:42])[NH:38][C:37]1=[O:43])[CH3:35].[Cl:44][C:45]1[CH:50]=[CH:49][N:48]=[C:47]([CH2:51][NH:52][C:53]2[O:54][C:55]3[C:61]([O:62][CH3:63])=[CH:60][C:59]([C:64](O)=[O:65])=[CH:58][C:56]=3[N:57]=2)[CH:46]=1. Product: [Cl:44][C:45]1[CH:50]=[CH:49][N:48]=[C:47]([CH2:51][NH:52][C:53]2[O:54][C:55]3[C:61]([O:62][CH3:63])=[CH:60][C:59]([C:64]([N:41]4[CH2:40][CH:39]([CH3:42])[NH:38][C:37](=[O:43])[CH:36]4[CH2:34][CH3:35])=[O:65])=[CH:58][C:56]=3[N:57]=2)[CH:46]=1. The catalyst class is: 9. (3) Reactant: [CH3:1][C:2]1[C:7]([N+:8]([O-:10])=[O:9])=[CH:6][CH:5]=[CH:4][C:3]=1[NH2:11].[C:12]([O-:15])(=O)[CH3:13].[K+].C(OC(=O)C)(=O)C.[N:24](OCCC(C)C)=O. Product: [N+:8]([C:7]1[CH:6]=[CH:5][CH:4]=[C:3]2[C:2]=1[CH:1]=[N:24][N:11]2[C:12](=[O:15])[CH3:13])([O-:10])=[O:9]. The catalyst class is: 22. (4) Reactant: [CH3:1][C:2]([CH3:7])=[CH:3][C:4](Cl)=[O:5].[NH2:8][C:9]1[CH:18]=[CH:17][CH:16]=[CH:15][C:10]=1[C:11]([O:13][CH3:14])=[O:12].C(N(CC)CC)C. Product: [CH3:1][C:2]([CH3:7])=[CH:3][C:4]([NH:8][C:9]1[CH:18]=[CH:17][CH:16]=[CH:15][C:10]=1[C:11]([O:13][CH3:14])=[O:12])=[O:5]. The catalyst class is: 11. (5) Reactant: I[C:2]1[CH:3]=[CH:4][C:5]2[O:9][C:8]3[CH:10]=[C:11]([S:14]([NH:17][C@@H:18]([CH:26]([CH3:28])[CH3:27])[C:19]([O:21][C:22]([CH3:25])([CH3:24])[CH3:23])=[O:20])(=[O:16])=[O:15])[CH:12]=[CH:13][C:7]=3[C:6]=2[CH:29]=1.[CH2:30]([C:34]1[S:35][C:36]([Sn](CCCC)(CCCC)CCCC)=[CH:37][N:38]=1)[CH:31]([CH3:33])[CH3:32].C([O-])([O-])=O.[K+].[K+]. Product: [CH2:30]([C:34]1[S:35][C:36]([C:2]2[CH:3]=[CH:4][C:5]3[O:9][C:8]4[CH:10]=[C:11]([S:14]([NH:17][C@@H:18]([CH:26]([CH3:28])[CH3:27])[C:19]([O:21][C:22]([CH3:25])([CH3:23])[CH3:24])=[O:20])(=[O:16])=[O:15])[CH:12]=[CH:13][C:7]=4[C:6]=3[CH:29]=2)=[CH:37][N:38]=1)[CH:31]([CH3:33])[CH3:32]. The catalyst class is: 276. (6) Reactant: [C:1]([CH:5]1[CH2:10][CH:9]([CH:11]=O)[C:8](=O)[CH2:7][CH2:6]1)([CH3:4])([CH3:3])[CH3:2].[Na].C([O-])(=O)C.[NH2+]1CCCCC1.[N+:25]([CH2:28][C:29]([NH2:31])=[O:30])([O-:27])=[O:26]. Product: [C:1]([CH:5]1[CH2:6][CH2:7][C:8]2[N:31]=[C:29]([OH:30])[C:28]([N+:25]([O-:27])=[O:26])=[CH:11][C:9]=2[CH2:10]1)([CH3:2])([CH3:3])[CH3:4]. The catalyst class is: 6. (7) Reactant: C(NC(C)C)(C)C.C([Li])CCC.CCCCCC.[Cl:19][C:20]1[CH:21]=[N:22][CH:23]=[C:24]([Cl:26])[CH:25]=1.CN(C)[CH:29]=[O:30].Cl. Product: [Cl:19][C:20]1[CH:21]=[N:22][CH:23]=[C:24]([Cl:26])[C:25]=1[CH:29]=[O:30]. The catalyst class is: 30. (8) Reactant: [F:1][C:2]1[CH:7]=[C:6]([N:8]2[CH2:12][CH2:11][NH:10][C:9]2=[O:13])[CH:5]=[CH:4][C:3]=1[N:14]1[CH:19]=[C:18]([O:20][CH3:21])[C:17](=[O:22])[C:16]([C:23]2[N:27]([C:28]3[CH:33]=[CH:32][CH:31]=[CH:30][CH:29]=3)[N:26]=[CH:25][CH:24]=2)=[N:15]1.I[CH3:35].[H-].[Na+]. Product: [F:1][C:2]1[CH:7]=[C:6]([N:8]2[CH2:12][CH2:11][N:10]([CH3:35])[C:9]2=[O:13])[CH:5]=[CH:4][C:3]=1[N:14]1[CH:19]=[C:18]([O:20][CH3:21])[C:17](=[O:22])[C:16]([C:23]2[N:27]([C:28]3[CH:29]=[CH:30][CH:31]=[CH:32][CH:33]=3)[N:26]=[CH:25][CH:24]=2)=[N:15]1. The catalyst class is: 3.